Dataset: Forward reaction prediction with 1.9M reactions from USPTO patents (1976-2016). Task: Predict the product of the given reaction. (1) Given the reactants [NH2:1][CH2:2][C:3](=[C:10]1[CH2:15][CH2:14][N:13]([C:16]([O:18][C:19]([CH3:22])([CH3:21])[CH3:20])=[O:17])[CH2:12][CH2:11]1)[C:4]1[CH:5]=[N:6][CH:7]=[CH:8][CH:9]=1.N, predict the reaction product. The product is: [NH2:1][CH2:2][CH:3]([CH:10]1[CH2:15][CH2:14][N:13]([C:16]([O:18][C:19]([CH3:22])([CH3:21])[CH3:20])=[O:17])[CH2:12][CH2:11]1)[C:4]1[CH:5]=[N:6][CH:7]=[CH:8][CH:9]=1. (2) The product is: [C:1]([N:4]1[CH2:9][CH2:8][N:7]([CH2:10][C:11]2[N:19]3[C:14]([C:15]([NH2:20])=[N:16][CH:17]=[N:18]3)=[C:13]([C:21]3[CH:26]=[CH:25][C:24]([NH2:27])=[C:23]([F:35])[CH:22]=3)[CH:12]=2)[CH2:6][CH2:5]1)(=[O:3])[CH3:2]. Given the reactants [C:1]([N:4]1[CH2:9][CH2:8][N:7]([CH2:10][C:11]2[N:19]3[C:14]([C:15]([NH2:20])=[N:16][CH:17]=[N:18]3)=[C:13]([C:21]3[CH:26]=[CH:25][C:24]([NH:27]C(=O)OC(C)(C)C)=[C:23]([F:35])[CH:22]=3)[CH:12]=2)[CH2:6][CH2:5]1)(=[O:3])[CH3:2].C(O)(C(F)(F)F)=O.C(Cl)Cl.CO, predict the reaction product. (3) Given the reactants [C:1]([O:5][C:6]([N:8]([CH2:10][C:11]1[CH:12]=[C:13]([C:28]2[CH:33]=[CH:32][CH:31]=[CH:30][CH:29]=2)[N:14]([S:16]([C:19]2[CH:20]=[C:21]([CH:25]=[CH:26][CH:27]=2)[C:22](O)=[O:23])(=[O:18])=[O:17])[CH:15]=1)[CH3:9])=[O:7])([CH3:4])([CH3:3])[CH3:2].Cl.C([N:37]=C=NCCCN(C)C)C.[NH4+].ON1C2C=CC=CC=2N=N1.O, predict the reaction product. The product is: [NH2:37][C:22]([C:21]1[CH:20]=[C:19]([S:16]([N:14]2[C:13]([C:28]3[CH:33]=[CH:32][CH:31]=[CH:30][CH:29]=3)=[CH:12][C:11]([CH2:10][N:8]([CH3:9])[C:6](=[O:7])[O:5][C:1]([CH3:2])([CH3:3])[CH3:4])=[CH:15]2)(=[O:17])=[O:18])[CH:27]=[CH:26][CH:25]=1)=[O:23]. (4) Given the reactants Cl[C:2]1[C:3]2[N:10]([CH2:11][C:12]3[CH:13]=[C:14]([CH:19]=[CH:20][CH:21]=3)[C:15]([O:17][CH3:18])=[O:16])[CH:9]=[CH:8][C:4]=2[N:5]=[CH:6][N:7]=1.[Cl:22][C:23]1[CH:24]=[C:25]([CH:27]=[CH:28][C:29]=1[O:30][CH2:31][C:32]1[CH:37]=[CH:36][CH:35]=[C:34]([F:38])[CH:33]=1)[NH2:26], predict the reaction product. The product is: [Cl:22][C:23]1[CH:24]=[C:25]([NH:26][C:2]2[C:3]3[N:10]([CH2:11][C:12]4[CH:13]=[C:14]([CH:19]=[CH:20][CH:21]=4)[C:15]([O:17][CH3:18])=[O:16])[CH:9]=[CH:8][C:4]=3[N:5]=[CH:6][N:7]=2)[CH:27]=[CH:28][C:29]=1[O:30][CH2:31][C:32]1[CH:37]=[CH:36][CH:35]=[C:34]([F:38])[CH:33]=1. (5) Given the reactants [CH:1]([C:3]1[CH:8]=[CH:7][C:6]([CH2:9][N:10]2[CH2:15][CH2:14][N:13]([C:16]3[C:21]([C:22]([O:24][CH:25]([CH3:27])[CH3:26])=[O:23])=[CH:20][CH:19]=[CH:18][N:17]=3)[CH2:12][CH2:11]2)=[CH:5][CH:4]=1)=O.[OH-].[NH3:29], predict the reaction product. The product is: [NH2:29][CH2:1][C:3]1[CH:8]=[CH:7][C:6]([CH2:9][N:10]2[CH2:11][CH2:12][N:13]([C:16]3[C:21]([C:22]([O:24][CH:25]([CH3:27])[CH3:26])=[O:23])=[CH:20][CH:19]=[CH:18][N:17]=3)[CH2:14][CH2:15]2)=[CH:5][CH:4]=1. (6) Given the reactants Cl.[NH2:2][C@@H:3]([C:14]([NH2:16])=[O:15])[CH2:4][C:5]1[C:13]2[C:8](=[CH:9][CH:10]=[CH:11][CH:12]=2)[NH:7][CH:6]=1.[NH:17]([C:32]([O:34][C:35]([CH3:38])([CH3:37])[CH3:36])=[O:33])[C@@H:18]([C:29]([OH:31])=O)[CH2:19][C:20]1[C:28]2[C:23](=[CH:24][CH:25]=[CH:26][CH:27]=2)[NH:22][CH:21]=1.CN1CCOCC1.F[P-](F)(F)(F)(F)F.N1(O[P+](N(C)C)(N(C)C)N(C)C)C2C=CC=CC=2N=N1, predict the reaction product. The product is: [NH:17]([C:32]([O:34][C:35]([CH3:38])([CH3:37])[CH3:36])=[O:33])[C@@H:18]([C:29]([NH:2][C@@H:3]([C:14]([NH2:16])=[O:15])[CH2:4][C:5]1[C:13]2[C:8](=[CH:9][CH:10]=[CH:11][CH:12]=2)[NH:7][CH:6]=1)=[O:31])[CH2:19][C:20]1[C:28]2[C:23](=[CH:24][CH:25]=[CH:26][CH:27]=2)[NH:22][CH:21]=1. (7) Given the reactants [CH3:1][S:2]([NH:5][CH2:6][CH2:7][NH:8]C(OC(C)(C)C)=O)(=[O:4])=[O:3].C(O)C.[ClH:19], predict the reaction product. The product is: [ClH:19].[NH2:8][CH2:7][CH2:6][NH:5][S:2]([CH3:1])(=[O:4])=[O:3]. (8) Given the reactants [OH:1]S(O)(=O)=O.[CH2:6]([N:13]1[CH2:30][CH2:29][CH2:28][C:16]2([CH:21](C#N)[C:20](=[O:24])N[C:18](=[O:25])[CH:17]2C#N)[CH2:15][CH2:14]1)[C:7]1[CH:12]=[CH:11][CH:10]=[CH:9][CH:8]=1.[OH-:31].[Na+].Cl, predict the reaction product. The product is: [CH2:6]([N:13]1[CH2:30][CH2:29][CH2:28][C:16]([CH2:17][C:18]([OH:25])=[O:1])([CH2:21][C:20]([OH:24])=[O:31])[CH2:15][CH2:14]1)[C:7]1[CH:8]=[CH:9][CH:10]=[CH:11][CH:12]=1. (9) Given the reactants [ClH:1].[Cl:2][C:3]1[CH:8]=[CH:7][C:6]([C:9]2[CH:14]=[CH:13][C:12](N)=[CH:11][C:10]=2[CH3:16])=[CH:5][CH:4]=1.N([O-])=O.[Na+].NC(N)=O.[S:25](=[O:27])=[O:26], predict the reaction product. The product is: [Cl:2][C:3]1[CH:8]=[CH:7][C:6]([C:9]2[CH:14]=[CH:13][C:12]([S:25]([Cl:1])(=[O:27])=[O:26])=[CH:11][C:10]=2[CH3:16])=[CH:5][CH:4]=1.